From a dataset of Full USPTO retrosynthesis dataset with 1.9M reactions from patents (1976-2016). Predict the reactants needed to synthesize the given product. (1) The reactants are: [Cl:1][C:2]1[CH:7]=[C:6]([Cl:8])[CH:5]=[CH:4][C:3]=1[N:9]1[C:17]2[CH2:16][CH2:15][N:14]([N:18]3[CH2:23][CH2:22][CH2:21][CH2:20][CH2:19]3)[C:13](=[O:24])[C:12]=2[C:11]([CH3:25])=[C:10]1[C:26]1[CH:31]=[CH:30][C:29]([OH:32])=[CH:28][CH:27]=1.C(N(CC)CC)C.[F:40][C:41]([F:49])([F:48])[CH2:42][CH2:43][S:44](Cl)(=[O:46])=[O:45]. Given the product [Cl:1][C:2]1[CH:7]=[C:6]([Cl:8])[CH:5]=[CH:4][C:3]=1[N:9]1[C:17]2[CH2:16][CH2:15][N:14]([N:18]3[CH2:23][CH2:22][CH2:21][CH2:20][CH2:19]3)[C:13](=[O:24])[C:12]=2[C:11]([CH3:25])=[C:10]1[C:26]1[CH:27]=[CH:28][C:29]([O:32][S:44]([CH2:43][CH2:42][C:41]([F:49])([F:48])[F:40])(=[O:46])=[O:45])=[CH:30][CH:31]=1, predict the reactants needed to synthesize it. (2) The reactants are: N1CCC[CH2:2]1.CC(=O)CC.[C-]#N.[K+].[CH3:14][C:15]([N:19]1[CH2:23][CH2:22][CH2:21][CH2:20]1)([CH3:18])[C:16]#[N:17]. Given the product [CH3:14][C:15]([N:19]1[CH2:23][CH2:22][CH2:21][CH2:20]1)([CH2:18][CH3:2])[C:16]#[N:17], predict the reactants needed to synthesize it. (3) Given the product [ClH:65].[Br:1][C:2]1[CH:21]=[CH:20][C:5]([NH:6][C:7]2[C:16]3[C:11](=[CH:12][C:13]([O:19][CH2:24][CH2:25][CH2:26][N:27]4[CH2:31][CH2:30][CH2:29][C:28]4=[O:32])=[C:14]([O:17][CH3:18])[CH:15]=3)[N:10]=[CH:9][N:8]=2)=[C:4]([F:22])[CH:3]=1, predict the reactants needed to synthesize it. The reactants are: [Br:1][C:2]1[CH:21]=[CH:20][C:5]([NH:6][C:7]2[C:16]3[C:11](=[CH:12][C:13]([OH:19])=[C:14]([O:17][CH3:18])[CH:15]=3)[N:10]=[CH:9][N:8]=2)=[C:4]([F:22])[CH:3]=1.O[CH2:24][CH2:25][CH2:26][N:27]1[CH2:31][CH2:30][CH2:29][C:28]1=[O:32].C1(P(C2C=CC=CC=2)C2C=CC=CC=2)C=CC=CC=1.N(C(OCC)=O)=NC(OCC)=O.C(Cl)[Cl:65]. (4) Given the product [F:1][C:2]([F:7])([F:6])[C:3]([OH:5])=[O:4].[Cl:15][C:16]1[CH:17]=[N:18][C:19]2[NH:20][C:21]3[CH:22]=[CH:23][CH:24]=[C:25]([CH:38]=3)[CH2:26][CH2:27][C:28]3[CH:36]=[C:32]([NH:33][C:34]=1[N:35]=2)[CH:31]=[C:30]([NH:37][C:45]([C:40]1[CH:41]=[CH:42][CH:43]=[CH:44][N:39]=1)=[O:46])[CH:29]=3, predict the reactants needed to synthesize it. The reactants are: [F:1][C:2]([F:7])([F:6])[C:3]([OH:5])=[O:4].FC(F)(F)C(O)=O.[Cl:15][C:16]1[CH:17]=[N:18][C:19]2[NH:20][C:21]3[CH:22]=[CH:23][CH:24]=[C:25]([CH:38]=3)[CH2:26][CH2:27][C:28]3[CH:36]=[C:32]([NH:33][C:34]=1[N:35]=2)[CH:31]=[C:30]([NH2:37])[CH:29]=3.[N:39]1[CH:44]=[CH:43][CH:42]=[CH:41][C:40]=1[C:45](Cl)=[O:46]. (5) Given the product [CH2:1]([O:3][C:4]([N:6]1[CH2:7][CH2:8][N:9]([C:12](=[O:40])[C@@H:13]([NH:19][C:20]([C:22]2[CH:27]=[C:26]([O:28][CH:29]3[CH2:33][CH2:32][CH2:31][CH2:30]3)[N:25]=[C:24]([C:34]3[CH:39]=[CH:38][CH:37]=[CH:36][CH:35]=3)[N:23]=2)=[O:21])[CH2:14][CH2:41][OH:43])[CH2:10][CH2:11]1)=[O:5])[CH3:2], predict the reactants needed to synthesize it. The reactants are: [CH2:1]([O:3][C:4]([N:6]1[CH2:11][CH2:10][N:9]([C:12](=[O:40])[C@@H:13]([NH:19][C:20]([C:22]2[CH:27]=[C:26]([O:28][CH:29]3[CH2:33][CH2:32][CH2:31][CH2:30]3)[N:25]=[C:24]([C:34]3[CH:39]=[CH:38][CH:37]=[CH:36][CH:35]=3)[N:23]=2)=[O:21])[CH2:14]CC(O)=O)[CH2:8][CH2:7]1)=[O:5])[CH3:2].[CH2:41]([O:43]C(N1CCN(C(=O)[C@@H](NC(C2C=C(OC3CCCC3)N=C(C3C=CC=CC=3)N=2)=O)CCCC(O)=O)CC1)=O)C. (6) The reactants are: C(OC([C@@H:8]([NH:12][C:13]([O:15][CH2:16][CH2:17][CH2:18][CH2:19][C:20]([N:22]1[CH2:31][CH2:30][C:29]2[C:24](=[C:25]([O:32][C@H:33]3[CH2:37][N:36]([C:38]([O:40]C(C)(C)C)=O)[C@H:35]([C:45]([O:47][CH3:48])=[O:46])[CH2:34]3)[CH:26]=[CH:27][CH:28]=2)[CH2:23]1)=[O:21])=[O:14])[CH:9]([CH3:11])[CH3:10])=O)(C)(C)C.C(Cl)CCl.C1C=CC2N(O)N=NC=2C=1. Given the product [CH:9]([C@@H:8]1[NH:12][C:13](=[O:14])[O:15][CH2:16][CH2:17][CH2:18][CH2:19][C:20](=[O:21])[N:22]2[CH2:31][CH2:30][C:29]3[CH:28]=[CH:27][CH:26]=[C:25]([C:24]=3[CH2:23]2)[O:32][C@H:33]2[CH2:37][N:36]([C@H:35]([C:45]([O:47][CH3:48])=[O:46])[CH2:34]2)[C:38]1=[O:40])([CH3:11])[CH3:10], predict the reactants needed to synthesize it. (7) Given the product [CH2:10]([O:12][C:13](=[O:22])[CH:14]([C:15]1[CH:16]=[N:17][CH:18]=[CH:19][CH:20]=1)[O:3][C:4]1[CH:9]=[CH:8][CH:7]=[CH:6][N:5]=1)[CH3:11], predict the reactants needed to synthesize it. The reactants are: [H-].[Na+].[OH:3][C:4]1[CH:9]=[CH:8][CH:7]=[CH:6][N:5]=1.[CH2:10]([O:12][C:13](=[O:22])[CH:14](Br)[C:15]1[CH:16]=[N:17][CH:18]=[CH:19][CH:20]=1)[CH3:11]. (8) Given the product [CH3:1][NH:8][C:9]1[C:18]2[CH2:17][CH2:16][C:15]([CH3:20])([CH3:19])[CH2:14][C:13]=2[C:12]2[C:21]3[C:22](=[C:24]([NH:28][CH2:29][CH2:30][N:31]4[CH2:36][CH2:35][O:34][CH2:33][CH2:32]4)[N:25]=[CH:26][N:27]=3)[S:23][C:11]=2[N:10]=1, predict the reactants needed to synthesize it. The reactants are: [CH2:1]([N:8](C)[C:9]1[C:18]2[CH2:17][CH2:16][C:15]([CH3:20])([CH3:19])[CH2:14][C:13]=2[C:12]2[C:21]3[C:22](=[C:24]([NH:28][CH2:29][CH2:30][N:31]4[CH2:36][CH2:35][O:34][CH2:33][CH2:32]4)[N:25]=[CH:26][N:27]=3)[S:23][C:11]=2[N:10]=1)C1C=CC=CC=1.[Cl-].[Al+3].[Cl-].[Cl-]. (9) Given the product [ClH:16].[N:21]12[CH2:26][CH2:25][CH:24]([CH2:23][CH2:22]1)[C@@H:19]([NH:18][C:7]([N:5]1[CH:6]=[C:2]([I:1])[CH:3]=[N:4]1)=[O:9])[CH2:20]2, predict the reactants needed to synthesize it. The reactants are: [I:1][C:2]1[CH:3]=[N:4][N:5]([C:7]([O:9]C2C=CC=CC=2)=O)[CH:6]=1.[ClH:16].Cl.[NH2:18][C@@H:19]1[CH:24]2[CH2:25][CH2:26][N:21]([CH2:22][CH2:23]2)[CH2:20]1.CCN(C(C)C)C(C)C. (10) The reactants are: [NH:1]1[CH:5]=[CH:4][CH:3]=[C:2]1[C:6]([O:8][CH3:9])=[O:7].[H-].[Na+].Cl[C:13]1[C:22]([N+:23]([O-:25])=[O:24])=[CH:21][C:16]([C:17]([O:19][CH3:20])=[O:18])=[CH:15][N:14]=1.S(Cl)(Cl)=O. Given the product [CH3:9][O:8][C:6]([C:2]1[N:1]([C:13]2[C:22]([N+:23]([O-:25])=[O:24])=[CH:21][C:16]([C:17]([O:19][CH3:20])=[O:18])=[CH:15][N:14]=2)[CH:5]=[CH:4][CH:3]=1)=[O:7], predict the reactants needed to synthesize it.